Dataset: Full USPTO retrosynthesis dataset with 1.9M reactions from patents (1976-2016). Task: Predict the reactants needed to synthesize the given product. (1) The reactants are: CC1(C)C2C=CC=C(P(C3C=CC=CC=3)C3C=CC=CC=3)C=2OC2C1=CC=CC=2P(C1C=CC=CC=1)C1C=CC=CC=1.C([O-])([O-])=O.[Cs+].[Cs+].C[C:50]1[CH:55]=[CH:54][C:53]([S:56]([O-:58])=[O:57])=[CH:52][CH:51]=1.[Na+].Br[C:61]1[CH:66]=[CH:65][C:64]([NH:67][C:68]([NH:70][CH2:71][C:72]2[CH:73]=[N:74][CH:75]=[CH:76][CH:77]=2)=[O:69])=[CH:63][CH:62]=1.[I-]. Given the product [C:53]1([S:56]([C:61]2[CH:66]=[CH:65][C:64]([NH:67][C:68]([NH:70][CH2:71][C:72]3[CH:73]=[N:74][CH:75]=[CH:76][CH:77]=3)=[O:69])=[CH:63][CH:62]=2)(=[O:58])=[O:57])[CH:54]=[CH:55][CH:50]=[CH:51][CH:52]=1, predict the reactants needed to synthesize it. (2) The reactants are: [NH:1]1[CH2:6][CH2:5][CH2:4][CH2:3][CH2:2]1.C([O-])([O-])=O.[K+].[K+].Cl[CH2:14][C:15]([NH:17][CH3:18])=[O:16].C[N:20](C=O)C. Given the product [NH2:20][CH:4]1[CH2:5][CH2:6][N:1]([CH2:14][C:15]([NH:17][CH3:18])=[O:16])[CH2:2][CH2:3]1, predict the reactants needed to synthesize it.